From a dataset of Peptide-MHC class II binding affinity with 134,281 pairs from IEDB. Regression. Given a peptide amino acid sequence and an MHC pseudo amino acid sequence, predict their binding affinity value. This is MHC class II binding data. (1) The peptide sequence is KEVEEAWASACGGTG. The MHC is HLA-DQA10201-DQB10202 with pseudo-sequence HLA-DQA10201-DQB10202. The binding affinity (normalized) is 0.359. (2) The peptide sequence is HVCWLEASMLLDNME. The MHC is HLA-DQA10201-DQB10301 with pseudo-sequence HLA-DQA10201-DQB10301. The binding affinity (normalized) is 0.592. (3) The peptide sequence is GDTMAEVELREHGSD. The binding affinity (normalized) is 0.109. The MHC is DRB1_1001 with pseudo-sequence DRB1_1001. (4) The peptide sequence is SQDLELSWNLNGLQAW. The MHC is DRB1_1302 with pseudo-sequence DRB1_1302. The binding affinity (normalized) is 0.644. (5) The peptide sequence is SAQNISGAGWSGMAE. The MHC is HLA-DQA10401-DQB10402 with pseudo-sequence HLA-DQA10401-DQB10402. The binding affinity (normalized) is 0.209. (6) The peptide sequence is GELQIVDKIDACFKI. The MHC is DRB4_0101 with pseudo-sequence DRB4_0103. The binding affinity (normalized) is 0.547. (7) The peptide sequence is RSKFLLMDALKLSIE. The MHC is DRB1_0301 with pseudo-sequence DRB1_0301. The binding affinity (normalized) is 0.566. (8) The binding affinity (normalized) is 0.297. The peptide sequence is MTLKGTSYKICTDKM. The MHC is HLA-DQA10201-DQB10303 with pseudo-sequence HLA-DQA10201-DQB10303.